From a dataset of Full USPTO retrosynthesis dataset with 1.9M reactions from patents (1976-2016). Predict the reactants needed to synthesize the given product. (1) The reactants are: [I:1][C:2]1[CH:3]=[C:4]([CH:8]=[CH:9][C:10]=1[CH3:11])[C:5](Cl)=[O:6].IC1C=C(C=CC=1C)C(O)=O.O=S(Cl)Cl.[CH3:27][N:28]1[CH2:33][CH2:32][N:31]([CH2:34][C:35]2[CH:41]=[CH:40][C:38]([NH2:39])=[CH:37][C:36]=2[C:42]([F:45])([F:44])[F:43])[CH2:30][CH2:29]1.C(N(CC)C(C)C)(C)C. Given the product [I:1][C:2]1[CH:3]=[C:4]([CH:8]=[CH:9][C:10]=1[CH3:11])[C:5]([NH:39][C:38]1[CH:40]=[CH:41][C:35]([CH2:34][N:31]2[CH2:30][CH2:29][N:28]([CH3:27])[CH2:33][CH2:32]2)=[C:36]([C:42]([F:45])([F:44])[F:43])[CH:37]=1)=[O:6], predict the reactants needed to synthesize it. (2) Given the product [Cl:1][C:2]1[CH:3]=[CH:4][C:5]([O:11][CH3:12])=[C:6]([B:8]2[O:9][CH2:15][C:14]([CH3:18])([CH3:16])[CH2:13][O:10]2)[CH:7]=1, predict the reactants needed to synthesize it. The reactants are: [Cl:1][C:2]1[CH:3]=[CH:4][C:5]([O:11][CH3:12])=[C:6]([B:8]([OH:10])[OH:9])[CH:7]=1.[CH3:13][C:14]([CH2:18]O)([CH2:16]O)[CH3:15].